The task is: Predict the product of the given reaction.. This data is from Forward reaction prediction with 1.9M reactions from USPTO patents (1976-2016). (1) Given the reactants C[O:2][C:3]1[CH:8]=[C:7]([O:9]C)[CH:6]=[CH:5][C:4]=1[C:11]1[CH:16]=[CH:15][CH:14]=[C:13]([C:17]([NH:19][C:20]2[CH:21]=[C:22]([CH:26]=[CH:27][CH:28]=2)[C:23]([OH:25])=[O:24])=[O:18])[CH:12]=1.B(Br)(Br)Br, predict the reaction product. The product is: [OH:2][C:3]1[CH:8]=[C:7]([OH:9])[CH:6]=[CH:5][C:4]=1[C:11]1[CH:16]=[CH:15][CH:14]=[C:13]([C:17]([NH:19][C:20]2[CH:21]=[C:22]([CH:26]=[CH:27][CH:28]=2)[C:23]([OH:25])=[O:24])=[O:18])[CH:12]=1. (2) Given the reactants [CH2:1]([O:8][CH2:9][N:10]1[C:18]2[C:17]([O:19][CH3:20])=[N:16][CH:15]=[N:14][C:13]=2[C:12]([CH2:21][NH:22][C@H:23]([C@H:29]([OH:35])[C:30](OCC)=[O:31])[C:24](OCC)=[O:25])=[CH:11]1)[C:2]1[CH:7]=[CH:6][CH:5]=[CH:4][CH:3]=1.[BH4-].[Li+], predict the reaction product. The product is: [CH2:1]([O:8][CH2:9][N:10]1[C:18]2[C:17]([O:19][CH3:20])=[N:16][CH:15]=[N:14][C:13]=2[C:12]([CH2:21][NH:22][C@@H:23]([CH2:24][OH:25])[C@H:29]([OH:35])[CH2:30][OH:31])=[CH:11]1)[C:2]1[CH:3]=[CH:4][CH:5]=[CH:6][CH:7]=1. (3) Given the reactants [Br:1][C:2]1[C:12]([CH3:13])=[CH:11][C:5]2[O:6][CH2:7][C:8](=O)[NH:9][C:4]=2[CH:3]=1.B.CSC, predict the reaction product. The product is: [Br:1][C:2]1[C:12]([CH3:13])=[CH:11][C:5]2[O:6][CH2:7][CH2:8][NH:9][C:4]=2[CH:3]=1. (4) Given the reactants C(C[CH2:5][CH2:6][CH2:7][CH2:8][CH2:9][CH2:10][C:11]1[CH2:13][CH:12]=1)(O)=O.[CH2:14](N(CC)CC)C.[CH3:21][O:22][C:23](Cl)=[O:24], predict the reaction product. The product is: [CH2:21]([O:22][C:23](=[O:24])[CH2:5][CH2:6][CH2:7][CH2:8][CH2:9][CH2:10][C:11]1[CH2:13][CH:12]=1)[CH3:14].